Dataset: Reaction yield outcomes from USPTO patents with 853,638 reactions. Task: Predict the reaction yield, written as a fraction of the theoretical maximum amount of product (1.0 means a 100% yield; for example, 0.34 means a 34% yield). (1) The product is [CH2:1]([N:8]1[C:9](=[O:18])[C:10]2[CH:15]=[CH:14][CH:13]=[C:12]([Br:16])[C:11]=2[O:21][CH2:20][CH2:19]1)[C:2]1[CH:7]=[CH:6][CH:5]=[CH:4][CH:3]=1. The catalyst is CN(C)C=O. The yield is 0.748. The reactants are [CH2:1]([N:8]([CH2:19][CH2:20][OH:21])[C:9](=[O:18])[C:10]1[CH:15]=[CH:14][CH:13]=[C:12]([Br:16])[C:11]=1F)[C:2]1[CH:7]=[CH:6][CH:5]=[CH:4][CH:3]=1.[H-].[Na+]. (2) The reactants are [ClH:1].O1CCOCC1.[NH2:8][C@:9]([CH3:32])([CH2:12][CH2:13][C:14]1[N:15]([CH3:31])[C:16]([C:19](=[O:30])[CH2:20][CH2:21][CH2:22][C:23]2[CH:28]=[CH:27][C:26]([CH3:29])=[CH:25][CH:24]=2)=[CH:17][CH:18]=1)[CH2:10][OH:11]. The catalyst is CO. The product is [ClH:1].[NH2:8][C@:9]([CH3:32])([CH2:12][CH2:13][C:14]1[N:15]([CH3:31])[C:16]([C:19](=[O:30])[CH2:20][CH2:21][CH2:22][C:23]2[CH:28]=[CH:27][C:26]([CH3:29])=[CH:25][CH:24]=2)=[CH:17][CH:18]=1)[CH2:10][OH:11]. The yield is 0.860. (3) The reactants are Cl.Cl.[CH2:3]([C:5]1[N:9]([C:10]2[N:18]=[C:17]3[C:13]([N:14]=[C:15]([C:20]4([O:26][CH3:27])[CH2:25][CH2:24][CH2:23][NH:22][CH2:21]4)[N:16]3[CH3:19])=[C:12]([N:28]3[CH2:33][CH2:32][O:31][CH2:30][CH2:29]3)[N:11]=2)[C:8]2[CH:34]=[CH:35][CH:36]=[CH:37][C:7]=2[N:6]=1)[CH3:4].CCN(C(C)C)C(C)C.[CH3:47][S:48](Cl)(=[O:50])=[O:49]. The catalyst is C1COCC1. The product is [CH2:3]([C:5]1[N:9]([C:10]2[N:18]=[C:17]3[C:13]([N:14]=[C:15]([C:20]4([O:26][CH3:27])[CH2:25][CH2:24][CH2:23][N:22]([S:48]([CH3:47])(=[O:50])=[O:49])[CH2:21]4)[N:16]3[CH3:19])=[C:12]([N:28]3[CH2:29][CH2:30][O:31][CH2:32][CH2:33]3)[N:11]=2)[C:8]2[CH:34]=[CH:35][CH:36]=[CH:37][C:7]=2[N:6]=1)[CH3:4]. The yield is 0.260. (4) The reactants are [CH3:1][O:2][C:3]1[CH:7]=[C:6]([C:8]([OH:10])=O)[N:5]([CH3:11])[N:4]=1.CN(C)C=O.C(Cl)(=O)C(Cl)=O.[NH2:23][C:24]1[CH:25]=[C:26]([CH:44]=[CH:45][C:46]=1[CH3:47])[O:27][C:28]1[CH:29]=[CH:30][C:31]2[N:32]([CH:34]=[C:35]([NH:37][C:38]([CH:40]3[CH2:42][CH:41]3[CH3:43])=[O:39])[N:36]=2)[N:33]=1. The catalyst is CN(C)C(=O)C.O1CCCC1. The product is [CH3:1][O:2][C:3]1[CH:7]=[C:6]([C:8]([NH:23][C:24]2[CH:25]=[C:26]([O:27][C:28]3[CH:29]=[CH:30][C:31]4[N:32]([CH:34]=[C:35]([NH:37][C:38]([CH:40]5[CH2:42][CH:41]5[CH3:43])=[O:39])[N:36]=4)[N:33]=3)[CH:44]=[CH:45][C:46]=2[CH3:47])=[O:10])[N:5]([CH3:11])[N:4]=1. The yield is 0.690. (5) The reactants are FC(F)(F)C(O)=[O:4].[Cl:8][C:9]1[CH:14]=[CH:13][C:12]([C:15]#[C:16][CH2:17][NH:18]C(=O)OC(C)(C)C)=[C:11]([C:26](=O)[C:27]2[C:32]([O:33][CH3:34])=[CH:31][CH:30]=[CH:29][C:28]=2[F:35])[CH:10]=1.C(N(CC)C(C)C)(C)C.CO[CH:48](OC)[N:49]([CH3:51])[CH3:50]. The catalyst is ClCCl.O. The product is [Cl:8][C:9]1[CH:14]=[CH:13][C:12]2[C:15](=[O:4])[C:16](=[CH:48][N:49]([CH3:50])[CH3:51])[CH2:17][N:18]=[C:26]([C:27]3[C:32]([O:33][CH3:34])=[CH:31][CH:30]=[CH:29][C:28]=3[F:35])[C:11]=2[CH:10]=1. The yield is 0.830. (6) The reactants are [CH3:1][C:2]1[N:3]([CH2:7][C:8]2[NH:13][N:12]=[CH:11][C:10](=O)[CH:9]=2)[CH:4]=[CH:5][N:6]=1.P(Cl)(Cl)([Cl:17])=O. No catalyst specified. The product is [Cl:17][C:10]1[CH:9]=[C:8]([CH2:7][N:3]2[CH:4]=[CH:5][N:6]=[C:2]2[CH3:1])[N:13]=[N:12][CH:11]=1. The yield is 0.730.